Dataset: Reaction yield outcomes from USPTO patents with 853,638 reactions. Task: Predict the reaction yield, written as a fraction of the theoretical maximum amount of product (1.0 means a 100% yield; for example, 0.34 means a 34% yield). (1) The reactants are C([O:8][C:9]1[CH:18]=[C:17]2[C:12]([C:13]([O:19][C:20]3[CH:21]=[C:22]4[C:26](=[CH:27][CH:28]=3)[NH:25][CH:24]=[C:23]4[CH3:29])=[N:14][CH:15]=[N:16]2)=[CH:11][C:10]=1[O:30][CH3:31])C1C=CC=CC=1.C([O-])=O.[NH4+]. The catalyst is [Pd].CN(C=O)C. The product is [OH:8][C:9]1[CH:18]=[C:17]2[C:12]([C:13]([O:19][C:20]3[CH:21]=[C:22]4[C:26](=[CH:27][CH:28]=3)[NH:25][CH:24]=[C:23]4[CH3:29])=[N:14][CH:15]=[N:16]2)=[CH:11][C:10]=1[O:30][CH3:31]. The yield is 0.910. (2) The reactants are [OH:1][C:2]1[CH:9]=[C:8]([OH:10])[CH:7]=[CH:6][C:3]=1[CH:4]=[O:5].C([O-])(O)=O.[Na+].[CH2:16](Br)[C:17]1[CH:22]=[CH:21][CH:20]=[CH:19][CH:18]=1. The catalyst is C(#N)C. The product is [CH2:16]([O:10][C:8]1[CH:7]=[CH:6][C:3]([CH:4]=[O:5])=[C:2]([OH:1])[CH:9]=1)[C:17]1[CH:22]=[CH:21][CH:20]=[CH:19][CH:18]=1. The yield is 0.650. (3) The reactants are [CH3:1][O:2][C:3]([C@@H:5]1[CH2:9][O:8][C@H:7]([C:10]([CH3:13])([CH3:12])[CH3:11])[N:6]1[CH:14]=[O:15])=[O:4].I[CH2:17][CH2:18][CH2:19][CH3:20].CN(P(N(C)C)(N(C)C)=O)C.C[Si]([N-][Si](C)(C)C)(C)C.[Na+]. The catalyst is C1COCC1.CCOCC. The product is [CH3:1][O:2][C:3]([C@:5]1([CH2:17][CH2:18][CH2:19][CH3:20])[CH2:9][O:8][C@H:7]([C:10]([CH3:11])([CH3:12])[CH3:13])[N:6]1[CH:14]=[O:15])=[O:4]. The yield is 0.690. (4) The reactants are [N:1]1([C:5]2[CH:10]=[C:9](Cl)[N:8]=[C:7]([CH:12]3[CH2:14][CH2:13]3)[N:6]=2)[CH2:4][CH2:3][CH2:2]1.[CH3:15][N:16]1[CH:20]=[CH:19][C:18]([CH:21]([O:23][C:24]2[C:25]([NH2:39])=[N:26][CH:27]=[C:28](B3OC(C)(C)C(C)(C)O3)[CH:29]=2)[CH3:22])=[N:17]1.N1C=CC=CC=1C(OC1C(N)=NC=C(B2OC(C)(C)C(C)(C)O2)C=1)C.C(=O)([O-])[O-].[Cs+].[Cs+]. The catalyst is [Pd](Cl)Cl.C1(P(C2C=CC=CC=2)[C-]2C=CC=C2)C=CC=CC=1.[C-]1(P(C2C=CC=CC=2)C2C=CC=CC=2)C=CC=C1.[Fe+2].O1CCOCC1.O. The product is [N:1]1([C:5]2[N:6]=[C:7]([CH:12]3[CH2:14][CH2:13]3)[N:8]=[C:9]([C:28]3[CH:29]=[C:24]([O:23][CH:21]([C:18]4[CH:19]=[CH:20][N:16]([CH3:15])[N:17]=4)[CH3:22])[C:25]([NH2:39])=[N:26][CH:27]=3)[CH:10]=2)[CH2:4][CH2:3][CH2:2]1. The yield is 0.0330. (5) The reactants are Cl.[NH2:2][C:3]1[C:12]2[N:13]=[C:14]([CH2:41][CH2:42][O:43][CH3:44])[N:15]([CH2:16][CH2:17][CH2:18][CH2:19][N:20]([CH2:25][C:26]3[CH:27]=[C:28]([CH:38]=[CH:39][CH:40]=3)[O:29][CH2:30][C:31]([O:33][C:34]([CH3:37])([CH3:36])[CH3:35])=[O:32])[C:21](=[O:24])[CH2:22]Cl)[C:11]=2[C:10]2[CH:9]=[CH:8][CH:7]=[CH:6][C:5]=2[N:4]=1.[CH2:45]([NH:47][CH2:48][CH3:49])[CH3:46]. No catalyst specified. The product is [NH2:2][C:3]1[C:12]2[N:13]=[C:14]([CH2:41][CH2:42][O:43][CH3:44])[N:15]([CH2:16][CH2:17][CH2:18][CH2:19][N:20]([CH2:25][C:26]3[CH:27]=[C:28]([CH:38]=[CH:39][CH:40]=3)[O:29][CH2:30][C:31]([O:33][C:34]([CH3:37])([CH3:36])[CH3:35])=[O:32])[C:21](=[O:24])[CH2:22][N:47]([CH2:48][CH3:49])[CH2:45][CH3:46])[C:11]=2[C:10]2[CH:9]=[CH:8][CH:7]=[CH:6][C:5]=2[N:4]=1. The yield is 0.920.